From a dataset of Full USPTO retrosynthesis dataset with 1.9M reactions from patents (1976-2016). Predict the reactants needed to synthesize the given product. (1) Given the product [Cl:1][C:2]1[CH:3]=[C:4]([CH:20]=[CH:21][C:22]=1[Cl:23])[CH2:5][NH:6][C:7]([NH:9][C:10]1[S:11][CH:12]=[C:13]([CH2:15][O:16][CH2:17][CH:29]([OH:32])[CH2:35][OH:36])[N:14]=1)=[O:8], predict the reactants needed to synthesize it. The reactants are: [Cl:1][C:2]1[CH:3]=[C:4]([CH:20]=[CH:21][C:22]=1[Cl:23])[CH2:5][NH:6][C:7]([NH:9][C:10]1[S:11][CH:12]=[C:13]([CH2:15][O:16][CH2:17]C=C)[N:14]=1)=[O:8].C[N+]([O-])(C)C.[C:29]([O-:32])(O)=O.[Na+].C[C:35](C)=[O:36].O. (2) Given the product [CH3:13][CH:11]([CH3:12])[C:10]([C:8]1[O:9][C:5]2[CH:4]=[CH:3][C:2]([O:1][CH:28]3[CH2:33][CH2:32][S:31][CH2:30][CH2:29]3)=[CH:16][C:6]=2[C:7]=1[CH3:15])=[O:14], predict the reactants needed to synthesize it. The reactants are: [OH:1][C:2]1[CH:3]=[CH:4][C:5]2[O:9][C:8]([C:10](=[O:14])[CH:11]([CH3:13])[CH3:12])=[C:7]([CH3:15])[C:6]=2[CH:16]=1.CC1C=CC(S(O[CH:28]2[CH2:33][CH2:32][S:31][CH2:30][CH2:29]2)(=O)=O)=CC=1.P([O-])([O-])([O-])=O.[K+].[K+].[K+].O. (3) The reactants are: [CH3:1][O:2][C:3]1[CH:4]=[C:5]2[C:10](=[CH:11][C:12]=1[O:13][CH3:14])[N:9]=[CH:8][CH:7]=[C:6]2[O:15][C:16]1[CH:22]=[CH:21][C:19]([NH2:20])=[C:18]([CH3:23])[C:17]=1[CH3:24].ClC(Cl)(O[C:29](=[O:35])[O:30][C:31](Cl)(Cl)Cl)Cl.[CH3:37][O:38][C:39]1C=[CH:43][CH:42]=[CH:41][C:40]=1O.C(=O)(O)[O-].[Na+]. Given the product [CH3:1][O:2][C:3]1[CH:4]=[C:5]2[C:10](=[CH:11][C:12]=1[O:13][CH3:14])[N:9]=[CH:8][CH:7]=[C:6]2[O:15][C:16]1[CH:22]=[CH:21][C:19]([NH:20][C:29](=[O:35])[O:30][C:31]2[CH:43]=[CH:42][CH:41]=[CH:40][C:39]=2[O:38][CH3:37])=[C:18]([CH3:23])[C:17]=1[CH3:24], predict the reactants needed to synthesize it. (4) Given the product [NH2:1][C:2]1[NH:4][C:5]2[CH:6]=[C:7]([C:8]([OH:10])=[O:9])[CH:11]=[CH:12][C:13]=2[N:14]=1, predict the reactants needed to synthesize it. The reactants are: [N:1]#[C:2]Br.[NH2:4][C:5]1[CH:6]=[C:7]([CH:11]=[CH:12][C:13]=1[NH2:14])[C:8]([O-:10])=[O:9].C([O-])([O-])=O.[Na+].[Na+]. (5) The reactants are: C(OC([N:8]1[CH2:13][CH2:12][CH2:11][C@@H:10]([C:14](=[O:43])[NH:15][C@H:16]([C:32]([C:34]2[S:35][C:36]3[CH:42]=[CH:41][CH:40]=[CH:39][C:37]=3[N:38]=2)=[O:33])[CH2:17][CH2:18][CH2:19][CH2:20][NH:21][C:22]([O:24][CH2:25][C:26]2[CH:31]=[CH:30][CH:29]=[CH:28][CH:27]=2)=[O:23])[CH2:9]1)=O)(C)(C)C.[ClH:44].CC(=O)OCC. Given the product [ClH:44].[CH2:25]([O:24][C:22](=[O:23])[NH:21][CH2:20][CH2:19][CH2:18][CH2:17][C@H:16]([NH:15][C:14]([C@@H:10]1[CH2:11][CH2:12][CH2:13][NH:8][CH2:9]1)=[O:43])[C:32]([C:34]1[S:35][C:36]2[CH:42]=[CH:41][CH:40]=[CH:39][C:37]=2[N:38]=1)=[O:33])[C:26]1[CH:27]=[CH:28][CH:29]=[CH:30][CH:31]=1, predict the reactants needed to synthesize it. (6) Given the product [ClH:47].[ClH:47].[ClH:47].[F:25][C:22]1[CH:23]=[CH:24][C:19]([C:17]2[N:18]=[C:14]([CH:11]3[CH2:12][CH2:13][NH:8][CH2:9][CH2:10]3)[N:15]([CH2:30][C@H:31]3[CH2:36][CH2:35][CH2:34][CH2:33][N:32]3[C:37]([O:39][CH2:40][C:41]3[CH:46]=[CH:45][CH:44]=[CH:43][CH:42]=3)=[O:38])[CH:16]=2)=[CH:20][C:21]=1[C:26]([F:29])([F:27])[F:28], predict the reactants needed to synthesize it. The reactants are: C(OC([N:8]1[CH2:13][CH2:12][CH:11]([C:14]2[N:15]([CH2:30][C@H:31]3[CH2:36][CH2:35][CH2:34][CH2:33][N:32]3[C:37]([O:39][CH2:40][C:41]3[CH:46]=[CH:45][CH:44]=[CH:43][CH:42]=3)=[O:38])[CH:16]=[C:17]([C:19]3[CH:24]=[CH:23][C:22]([F:25])=[C:21]([C:26]([F:29])([F:28])[F:27])[CH:20]=3)[N:18]=2)[CH2:10][CH2:9]1)=O)(C)(C)C.[ClH:47]. (7) Given the product [Br:1][C:25]1[CH:24]=[CH:23][N:22]([C:20]([C:15]2[N:16]([CH:17]3[CH2:18][CH2:19]3)[C:12]([CH:9]3[CH2:11][CH2:10]3)=[N:13][N:14]=2)([CH3:27])[CH3:21])[CH:26]=1, predict the reactants needed to synthesize it. The reactants are: [Br:1]N1C(=O)CCC1=O.[CH:9]1([C:12]2[N:16]([CH:17]3[CH2:19][CH2:18]3)[C:15]([C:20]([CH3:27])([N:22]3[CH:26]=[CH:25][CH:24]=[CH:23]3)[CH3:21])=[N:14][N:13]=2)[CH2:11][CH2:10]1.S([O-])([O-])=O.[Na+].[Na+].